From a dataset of Forward reaction prediction with 1.9M reactions from USPTO patents (1976-2016). Predict the product of the given reaction. (1) Given the reactants Cl[C:2]1[NH:6][C:5]2[CH:7]=[C:8]([C:11]([F:14])([F:13])[F:12])[CH:9]=[CH:10][C:4]=2[N:3]=1.[CH3:15][C@H:16]1[NH:21][CH2:20][CH2:19][N:18]([C:22]2[C:27]([C:28]([F:31])([F:30])[F:29])=[CH:26][CH:25]=[CH:24][N:23]=2)[CH2:17]1, predict the reaction product. The product is: [CH3:15][C@@H:16]1[CH2:17][N:18]([C:22]2[C:27]([C:28]([F:31])([F:29])[F:30])=[CH:26][CH:25]=[CH:24][N:23]=2)[CH2:19][CH2:20][N:21]1[C:2]1[NH:3][C:4]2[CH:10]=[CH:9][C:8]([C:11]([F:14])([F:13])[F:12])=[CH:7][C:5]=2[N:6]=1. (2) Given the reactants CC1(C)C(C)(C)OB([C:9]2[CH:10]=[C:11]([C@H:15]3[CH2:19][C:18]4([CH2:24][CH2:23][N:22]([C:25]([O:27][C:28]([CH3:31])([CH3:30])[CH3:29])=[O:26])[CH2:21][CH2:20]4)[O:17][CH2:16]3)[CH:12]=[CH:13][CH:14]=2)O1.Br[C:34]1[CH:39]=[CH:38][C:37]([C:40]([F:43])([F:42])[F:41])=[CH:36][N:35]=1.C(=O)([O-])[O-].[Na+].[Na+], predict the reaction product. The product is: [F:41][C:40]([F:43])([F:42])[C:37]1[CH:38]=[CH:39][C:34]([C:9]2[CH:10]=[C:11]([C@H:15]3[CH2:19][C:18]4([CH2:20][CH2:21][N:22]([C:25]([O:27][C:28]([CH3:30])([CH3:31])[CH3:29])=[O:26])[CH2:23][CH2:24]4)[O:17][CH2:16]3)[CH:12]=[CH:13][CH:14]=2)=[N:35][CH:36]=1. (3) Given the reactants Br[C:2]1[C:3](=[O:9])[NH:4][C:5](=[O:8])[NH:6][CH:7]=1.[CH3:10][N:11]1[CH2:16][CH2:15][NH:14][CH2:13][CH2:12]1, predict the reaction product. The product is: [CH3:10][N:11]1[CH2:16][CH2:15][N:14]([C:2]2[C:3](=[O:9])[NH:4][C:5](=[O:8])[NH:6][CH:7]=2)[CH2:13][CH2:12]1. (4) Given the reactants C([O:5][C:6](=[O:20])[C:7]([S:10][C:11]1[S:12][CH:13]=[C:14]([CH2:16][C:17](O)=O)[N:15]=1)([CH3:9])[CH3:8])(C)(C)C.[NH2:21][C:22]1[CH:27]=[CH:26][C:25]([Cl:28])=[CH:24][N:23]=1.[F:29][C:30]([F:35])([F:34])[C:31]([OH:33])=[O:32], predict the reaction product. The product is: [F:29][C:30]([F:35])([F:34])[C:31]([OH:33])=[O:32].[Cl:28][C:25]1[CH:26]=[CH:27][C:22]([N:21]([CH2:24][CH2:25][CH2:26][CH2:27][CH2:22][CH2:30][CH3:31])[CH2:17][CH2:16][C:14]2[N:15]=[C:11]([S:10][C:7]([CH3:8])([CH3:9])[C:6]([OH:5])=[O:20])[S:12][CH:13]=2)=[N:23][CH:24]=1. (5) Given the reactants [NH2:1][CH:2]1[CH2:8][CH:7]2[N:9]([C:10]([O:12][C:13]([CH3:16])([CH3:15])[CH3:14])=[O:11])[CH:4]([CH2:5][CH2:6]2)[CH2:3]1.[NH:17]1[CH:21]=[C:20]([CH2:22][CH2:23][CH2:24][C:25](O)=[O:26])[N:19]=[N:18]1.C(P1(=O)OP(CCC)(=O)OP(CCC)(=O)O1)CC, predict the reaction product. The product is: [NH:17]1[CH:21]=[C:20]([CH2:22][CH2:23][CH2:24][C:25]([NH:1][CH:2]2[CH2:3][CH:4]3[N:9]([C:10]([O:12][C:13]([CH3:16])([CH3:15])[CH3:14])=[O:11])[CH:7]([CH2:6][CH2:5]3)[CH2:8]2)=[O:26])[N:19]=[N:18]1. (6) Given the reactants [Na].[F:2][C:3]1[CH:4]=[C:5]([CH:8]=[CH:9][C:10]=1[CH3:11])[CH:6]=O.[CH2:12]([O:14][C:15](=[O:20])[CH2:16][N:17]=[N+:18]=[N-:19])[CH3:13].[Cl-].[NH4+], predict the reaction product. The product is: [CH2:12]([O:14][C:15](=[O:20])/[C:16](/[N:17]=[N+:18]=[N-:19])=[CH:6]/[C:5]1[CH:8]=[CH:9][C:10]([CH3:11])=[C:3]([F:2])[CH:4]=1)[CH3:13]. (7) Given the reactants [Cl:1][C:2]1[C:3]([F:22])=[C:4]([CH:19]=[CH:20][CH:21]=1)[NH:5][C:6]1[C:15]2[C:10](=[CH:11][C:12]([O:17][CH3:18])=[C:13]([OH:16])[CH:14]=2)[N:9]=[CH:8][N:7]=1.[C:23]([O:27][C:28]([N:30]1[CH2:34][CH2:33][C@@H:32](OS(C2C=CC([N+]([O-])=O)=CC=2)(=O)=O)[CH2:31]1)=[O:29])([CH3:26])([CH3:25])[CH3:24].[F-].[Cs+], predict the reaction product. The product is: [Cl:1][C:2]1[C:3]([F:22])=[C:4]([CH:19]=[CH:20][CH:21]=1)[NH:5][C:6]1[C:15]2[C:10](=[CH:11][C:12]([O:17][CH3:18])=[C:13]([O:16][C@H:33]3[CH2:32][CH2:31][N:30]([C:28]([O:27][C:23]([CH3:26])([CH3:25])[CH3:24])=[O:29])[CH2:34]3)[CH:14]=2)[N:9]=[CH:8][N:7]=1. (8) Given the reactants [CH2:1]([N:8]1[C:20]2[C:19]3[CH:18]=[C:17]([O:21][CH3:22])[C:16]([C:23]4[C:24]([CH3:29])=[N:25][O:26][C:27]=4[CH3:28])=[CH:15][C:14]=3[N:13]=[CH:12][C:11]=2[O:10][C:9]1=[O:30])[C:2]1[CH:7]=[CH:6][CH:5]=[CH:4][CH:3]=1.C1(CN2C=COC2=O)CCCCC1, predict the reaction product. The product is: [CH:2]1([CH2:1][N:8]2[C:20]3[C:19]4[CH:18]=[C:17]([O:21][CH3:22])[C:16]([C:23]5[C:24]([CH3:29])=[N:25][O:26][C:27]=5[CH3:28])=[CH:15][C:14]=4[N:13]=[CH:12][C:11]=3[O:10][C:9]2=[O:30])[CH2:7][CH2:6][CH2:5][CH2:4][CH2:3]1. (9) Given the reactants [CH3:1][O:2][C:3]1[CH:12]=[C:11]([O:13][CH3:14])[CH:10]=[C:9]2[C:4]=1[C:5](=[O:28])[NH:6][C:7]([C:15]1[CH:25]=[C:24]([CH3:26])[C:18]([O:19][CH2:20][C:21](O)=[O:22])=[C:17]([CH3:27])[CH:16]=1)=[N:8]2.Cl.C(N=C=NCCCN(C)C)C.O.ON1C2C=CC=CC=2N=N1.CN1CCOCC1.[CH3:59][O:60][C:61]1[CH:66]=[CH:65][C:64]([NH2:67])=[CH:63][CH:62]=1, predict the reaction product. The product is: [CH3:1][O:2][C:3]1[CH:12]=[C:11]([O:13][CH3:14])[CH:10]=[C:9]2[C:4]=1[C:5](=[O:28])[NH:6][C:7]([C:15]1[CH:25]=[C:24]([CH3:26])[C:18]([O:19][CH2:20][C:21]([NH:67][C:64]3[CH:65]=[CH:66][C:61]([O:60][CH3:59])=[CH:62][CH:63]=3)=[O:22])=[C:17]([CH3:27])[CH:16]=1)=[N:8]2. (10) Given the reactants [Br:1][C:2]1[CH:7]=[C:6]([F:8])[C:5]([F:9])=[CH:4][C:3]=1[NH:10][NH2:11].[C:12]([O:17][CH2:18][CH3:19])(=[O:16])[C:13]([CH3:15])=O, predict the reaction product. The product is: [Br:1][C:2]1[CH:7]=[C:6]([F:8])[C:5]([F:9])=[CH:4][C:3]=1[NH:10]/[N:11]=[C:13](/[CH3:15])\[C:12]([O:17][CH2:18][CH3:19])=[O:16].